This data is from Full USPTO retrosynthesis dataset with 1.9M reactions from patents (1976-2016). The task is: Predict the reactants needed to synthesize the given product. The reactants are: [C:1]([O:5][C:6]([N:8]1[CH2:13][CH2:12][CH2:11][CH2:10][CH:9]1[CH2:14][CH2:15][NH:16][CH2:17][C:18]1[CH:23]=[CH:22][CH:21]=[C:20]([C:24]2[CH:29]=[CH:28][N:27]=[C:26]([Cl:30])[N:25]=2)[CH:19]=1)=[O:7])([CH3:4])([CH3:3])[CH3:2].[CH3:31][S:32](Cl)(=[O:34])=[O:33]. Given the product [C:1]([O:5][C:6]([N:8]1[CH2:13][CH2:12][CH2:11][CH2:10][CH:9]1[CH2:14][CH2:15][N:16]([CH2:17][C:18]1[CH:23]=[CH:22][CH:21]=[C:20]([C:24]2[CH:29]=[CH:28][N:27]=[C:26]([Cl:30])[N:25]=2)[CH:19]=1)[S:32]([CH3:31])(=[O:34])=[O:33])=[O:7])([CH3:4])([CH3:2])[CH3:3], predict the reactants needed to synthesize it.